Predict the reaction yield, written as a fraction of the theoretical maximum amount of product (1.0 means a 100% yield; for example, 0.34 means a 34% yield). From a dataset of Reaction yield outcomes from USPTO patents with 853,638 reactions. The reactants are Cl[CH2:2][CH:3]([OH:12])[CH2:4][NH:5][C:6]1[CH:11]=[CH:10][CH:9]=[CH:8][CH:7]=1.[OH-].[K+]. The catalyst is O1CCOCC1.CCOC(C)=O. The product is [O:12]1[CH2:2][CH:3]1[CH2:4][NH:5][C:6]1[CH:11]=[CH:10][CH:9]=[CH:8][CH:7]=1. The yield is 0.950.